This data is from Full USPTO retrosynthesis dataset with 1.9M reactions from patents (1976-2016). The task is: Predict the reactants needed to synthesize the given product. (1) Given the product [CH2:16]([C:15]1[CH2:14][CH:30]=1)[CH2:17][CH2:26][CH2:27][CH2:22][CH2:23][CH2:24][CH3:25], predict the reactants needed to synthesize it. The reactants are: [N+]([CH2:14][CH2:15][CH2:16][CH3:17])([CH2:14][CH2:15][CH2:16][CH3:17])([CH2:14][CH2:15][CH2:16][CH3:17])[CH2:14][CH2:15][CH2:16][CH3:17].[F-].O.O.O.[C:22]1(C)[CH:27]=[CH:26][CH:25]=[CH:24][CH:23]=1.O.[CH3:30]S(C)=O. (2) Given the product [CH2:76]([C:73]1[N:72]=[C:71]([C:78]2[CH:83]=[CH:82][CH:81]=[C:80]([CH3:84])[N:79]=2)[C:70]([O:69][C:67]2[CH:66]=[CH:65][N:64]=[C:63]([NH:6][C:5]3[CH:7]=[C:8]([O:12][CH3:13])[C:9]([O:10][CH3:11])=[C:3]([O:2][CH3:1])[CH:4]=3)[CH:68]=2)=[CH:75][CH:74]=1)[CH3:77], predict the reactants needed to synthesize it. The reactants are: [CH3:1][O:2][C:3]1[CH:4]=[C:5]([CH:7]=[C:8]([O:12][CH3:13])[C:9]=1[O:10][CH3:11])[NH2:6].CC1(C)C2C(=C(P(C3C=CC=CC=3)C3C=CC=CC=3)C=CC=2)OC2C(P(C3C=CC=CC=3)C3C=CC=CC=3)=CC=CC1=2.C([O-])([O-])=O.[Cs+].[Cs+].Cl[C:63]1[CH:68]=[C:67]([O:69][C:70]2[C:71]([C:78]3[CH:83]=[CH:82][CH:81]=[C:80]([CH3:84])[N:79]=3)=[N:72][C:73]([CH2:76][CH3:77])=[CH:74][CH:75]=2)[CH:66]=[CH:65][N:64]=1. (3) Given the product [C:33]([N:10]1[CH2:11][CH2:12][CH:7]([NH:6][C:4](=[O:5])[C:3]2[CH:13]=[CH:14][C:15](/[CH:17]=[CH:18]/[CH:19]([C:24]3[CH:25]=[C:26]([Cl:32])[C:27]([Cl:31])=[C:28]([Cl:30])[CH:29]=3)[C:20]([F:23])([F:21])[F:22])=[CH:16][C:2]=2[Br:1])[CH2:8][CH2:9]1)(=[O:35])[CH3:34], predict the reactants needed to synthesize it. The reactants are: [Br:1][C:2]1[CH:16]=[C:15](/[CH:17]=[CH:18]/[CH:19]([C:24]2[CH:29]=[C:28]([Cl:30])[C:27]([Cl:31])=[C:26]([Cl:32])[CH:25]=2)[C:20]([F:23])([F:22])[F:21])[CH:14]=[CH:13][C:3]=1[C:4]([NH:6][CH:7]1[CH2:12][CH2:11][NH:10][CH2:9][CH2:8]1)=[O:5].[C:33](Cl)(=[O:35])[CH3:34]. (4) Given the product [Cl:18][C:19]1[CH:20]=[C:21]2[C:25](=[CH:26][CH:27]=1)[N:24]([CH2:28][CH2:29][N:30]1[CH2:35][CH2:34][CH2:33][CH2:32][CH2:31]1)[C:23](=[O:36])[C:22]2([OH:37])[CH2:13][C:12]1[CH:8]=[CH:9][CH:10]=[CH:5][N:4]=1, predict the reactants needed to synthesize it. The reactants are: OC1[C:10]2[C:5](=CC=[C:8](C)[CH:9]=2)[N:4]([CH2:12][CH2:13]C(C)C)C1=O.[Cl:18][C:19]1[CH:20]=[C:21]2[C:25](=[CH:26][CH:27]=1)[N:24]([CH2:28][CH2:29][N:30]1[CH2:35][CH2:34][CH2:33][CH2:32][CH2:31]1)[C:23](=[O:36])[C:22]2=[O:37].CC1C=CC=CN=1.